Dataset: Peptide-MHC class I binding affinity with 185,985 pairs from IEDB/IMGT. Task: Regression. Given a peptide amino acid sequence and an MHC pseudo amino acid sequence, predict their binding affinity value. This is MHC class I binding data. The MHC is HLA-A33:01 with pseudo-sequence HLA-A33:01. The peptide sequence is RLYDYFTRV. The binding affinity (normalized) is 0.